This data is from TCR-epitope binding with 47,182 pairs between 192 epitopes and 23,139 TCRs. The task is: Binary Classification. Given a T-cell receptor sequence (or CDR3 region) and an epitope sequence, predict whether binding occurs between them. (1) The epitope is TPQDLNTML. The TCR CDR3 sequence is CAWNKGTGRGYTF. Result: 0 (the TCR does not bind to the epitope). (2) The epitope is HTTDPSFLGRY. The TCR CDR3 sequence is CSVRGDFYEQYF. Result: 1 (the TCR binds to the epitope).